From a dataset of Full USPTO retrosynthesis dataset with 1.9M reactions from patents (1976-2016). Predict the reactants needed to synthesize the given product. (1) The reactants are: FC(F)(F)C([N:5]1[CH2:14][CH2:13][C:12]2[C:7](=[CH:8][CH:9]=[C:10]([CH2:15][CH2:16][CH2:17][CH2:18][CH2:19][CH2:20][CH2:21][CH3:22])[CH:11]=2)[CH2:6]1)=O.C([O-])([O-])=O.[K+].[K+]. Given the product [CH2:15]([C:10]1[CH:11]=[C:12]2[C:7](=[CH:8][CH:9]=1)[CH2:6][NH:5][CH2:14][CH2:13]2)[CH2:16][CH2:17][CH2:18][CH2:19][CH2:20][CH2:21][CH3:22], predict the reactants needed to synthesize it. (2) The reactants are: [F:1][C:2]1[CH:7]=[CH:6][C:5]([C@:8]2([CH2:32][C:33]([OH:36])([CH3:35])[CH3:34])[O:13][C:12](=[O:14])[N:11]([C@H:15]([C:17]3[CH:22]=[CH:21][C:20](B4OC(C)(C)C(C)(C)O4)=[CH:19][CH:18]=3)[CH3:16])[CH2:10][CH2:9]2)=[CH:4][CH:3]=1.Cl[C:38]1[N:39]=[N:40][C:41]([CH3:44])=[CH:42][CH:43]=1. Given the product [F:1][C:2]1[CH:3]=[CH:4][C:5]([C@:8]2([CH2:32][C:33]([OH:36])([CH3:34])[CH3:35])[O:13][C:12](=[O:14])[N:11]([C@H:15]([C:17]3[CH:22]=[CH:21][C:20]([C:38]4[N:39]=[N:40][C:41]([CH3:44])=[CH:42][CH:43]=4)=[CH:19][CH:18]=3)[CH3:16])[CH2:10][CH2:9]2)=[CH:6][CH:7]=1, predict the reactants needed to synthesize it. (3) Given the product [CH3:13][O:12][C:10](=[O:11])[C:9]1[CH:14]=[CH:15][C:6]([NH:5][C:1]([NH:30][C:29]2[CH:31]=[CH:32][C:33]([O:35][C:36]([F:37])([F:38])[F:39])=[CH:34][C:28]=2[Br:27])=[O:2])=[CH:7][C:8]=1[O:16][CH3:17], predict the reactants needed to synthesize it. The reactants are: [C:1](Cl)(Cl)=[O:2].[NH2:5][C:6]1[CH:15]=[CH:14][C:9]([C:10]([O:12][CH3:13])=[O:11])=[C:8]([O:16][CH3:17])[CH:7]=1.C(N(C(C)C)CC)(C)C.[Br:27][C:28]1[CH:34]=[C:33]([O:35][C:36]([F:39])([F:38])[F:37])[CH:32]=[CH:31][C:29]=1[NH2:30]. (4) Given the product [C:16]1([C@@H:15]2[O:14][C:13]([CH3:22])([CH3:23])[O:12][C@H:11]2[CH2:10][CH2:9][OH:8])[CH:17]=[CH:18][CH:19]=[CH:20][CH:21]=1, predict the reactants needed to synthesize it. The reactants are: C([Si]([O:8][CH2:9][CH2:10][C@H:11]1[C@H:15]([C:16]2[CH:21]=[CH:20][CH:19]=[CH:18][CH:17]=2)[O:14][C:13]([CH3:23])([CH3:22])[O:12]1)(C)C)(C)(C)C.C([Si](OCC[C@@H]1[C@@H](C2C=CC=CC=2)OC(C)(C)O1)(C)C)(C)(C)C. (5) Given the product [CH3:19][O:18][C:15]1[CH:16]=[CH:17][C:8]([NH:7][C:6]2[N:5]([C:20]3[CH:25]=[CH:24][CH:23]=[CH:22][C:21]=3[CH3:26])[N:4]=[C:3]([CH3:27])[C:2]=2[C:30]2[CH:31]=[CH:32][S:28][CH:29]=2)=[C:9]([CH:14]=1)[C:10]([OH:12])=[O:11], predict the reactants needed to synthesize it. The reactants are: Br[C:2]1[C:3]([CH3:27])=[N:4][N:5]([C:20]2[CH:25]=[CH:24][CH:23]=[CH:22][C:21]=2[CH3:26])[C:6]=1[NH:7][C:8]1[CH:17]=[CH:16][C:15]([O:18][CH3:19])=[CH:14][C:9]=1[C:10]([O:12]C)=[O:11].[S:28]1[CH:32]=[CH:31][C:30](B(O)O)=[CH:29]1.C([O-])([O-])=O.[Na+].[Na+].N#N. (6) The reactants are: [Cl:1][C:2]1[CH:7]=[C:6]([Cl:8])[CH:5]=[CH:4][C:3]=1[C:9]1[O:10][C:11]2[C:12](=[C:14]([C:18]([OH:20])=O)[CH:15]=[CH:16][CH:17]=2)[N:13]=1.Cl.Cl.[NH2:23][C@H:24]1[CH:29]2[CH2:30][CH2:31][N:26]([CH2:27][CH2:28]2)[CH2:25]1.Cl.C(N=C=NCCCN(C)C)C.ON1C2C=CC=CC=2N=N1.C(N(CC)CC)C. Given the product [N:26]12[CH2:31][CH2:30][CH:29]([CH2:28][CH2:27]1)[C@H:24]([NH:23][C:18]([C:14]1[CH:15]=[CH:16][CH:17]=[C:11]3[O:10][C:9]([C:3]4[CH:4]=[CH:5][C:6]([Cl:8])=[CH:7][C:2]=4[Cl:1])=[N:13][C:12]=13)=[O:20])[CH2:25]2, predict the reactants needed to synthesize it. (7) Given the product [F:1][C:2]1[CH:17]=[CH:16][C:5]([O:6][C:7]2[S:11][C:10]3=[N:12][CH:13]=[C:14]([C:22]4[CH:23]=[CH:24][C:19]([OH:18])=[CH:20][CH:21]=4)[N:9]3[N:8]=2)=[CH:4][CH:3]=1, predict the reactants needed to synthesize it. The reactants are: [F:1][C:2]1[CH:17]=[CH:16][C:5]([O:6][C:7]2[S:11][C:10]3=[N:12][CH:13]=[C:14](I)[N:9]3[N:8]=2)=[CH:4][CH:3]=1.[OH:18][C:19]1[CH:24]=[CH:23][C:22](B(O)O)=[CH:21][CH:20]=1.C(=O)([O-])[O-].[Cs+].[Cs+].O. (8) The reactants are: [CH3:1][C@@H:2]1[C@@H:7]2[CH2:8][C@@H:4]([C@H:5]([NH:9][C:10]3[CH:15]=[CH:14][C:13]([C:16]([F:19])([F:18])[F:17])=[CH:12][N:11]=3)[CH2:6]2)[N:3]1C(OC(C)(C)C)=O.Cl.C([O-])([O-])=O.[Na+].[Na+]. Given the product [CH3:1][C@@H:2]1[C@@H:7]2[CH2:8][C@@H:4]([C@H:5]([NH:9][C:10]3[CH:15]=[CH:14][C:13]([C:16]([F:18])([F:17])[F:19])=[CH:12][N:11]=3)[CH2:6]2)[NH:3]1, predict the reactants needed to synthesize it. (9) Given the product [NH2:19][C:4]1[N:3]=[C:2]([Cl:1])[N:7]=[C:6]([C:8]([O:10][CH3:11])=[O:9])[C:5]=1[O:12][CH3:13], predict the reactants needed to synthesize it. The reactants are: [Cl:1][C:2]1[N:7]=[C:6]([C:8]([O:10][CH3:11])=[O:9])[C:5]([O:12][CH3:13])=[C:4](Cl)[N:3]=1.CS(C)=O.[NH3:19].